Dataset: CYP2C9 inhibition data for predicting drug metabolism from PubChem BioAssay. Task: Regression/Classification. Given a drug SMILES string, predict its absorption, distribution, metabolism, or excretion properties. Task type varies by dataset: regression for continuous measurements (e.g., permeability, clearance, half-life) or binary classification for categorical outcomes (e.g., BBB penetration, CYP inhibition). Dataset: cyp2c9_veith. (1) The drug is CC1=C(C(=O)Nc2cccnc2)C(c2cccnc2)n2nc(-c3cccs3)nc2N1. The result is 1 (inhibitor). (2) The compound is CC(C)[C@H](Nc1ncnc2nc[nH]c12)C(=O)O. The result is 0 (non-inhibitor). (3) The compound is COc1cc(NCC[C@@H]2CCCCN2)c2ncccc2c1. The result is 0 (non-inhibitor). (4) The molecule is COCCn1nc2cc(C(=O)NCC34CC5CC(CC(C5)C3)C4)ccc2c1OC. The result is 1 (inhibitor). (5) The compound is CC(=O)[C@H]([C@@H](c1ccccc1)N1CCOCC1)N1CCOCC1. The result is 0 (non-inhibitor). (6) The molecule is OC[C@H]1NC[C@@H](O)[C@@H](O)[C@H]1O. The result is 0 (non-inhibitor). (7) The compound is CCCCC(=O)NNC(=S)NC(=O)c1cccc([N+](=O)[O-])c1. The result is 1 (inhibitor).